Task: Regression. Given a peptide amino acid sequence and an MHC pseudo amino acid sequence, predict their binding affinity value. This is MHC class II binding data.. Dataset: Peptide-MHC class II binding affinity with 134,281 pairs from IEDB (1) The peptide sequence is QPSKGWNDWENVPFC. The binding affinity (normalized) is 0.392. The MHC is DRB1_0301 with pseudo-sequence DRB1_0301. (2) The peptide sequence is RVNNSYSLIRLSHNS. The MHC is DRB3_0101 with pseudo-sequence DRB3_0101. The binding affinity (normalized) is 0.117.